From a dataset of Forward reaction prediction with 1.9M reactions from USPTO patents (1976-2016). Predict the product of the given reaction. (1) Given the reactants [NH2:1][C:2]1[S:3][C:4]2[CH2:13][CH2:12][CH2:11][CH2:10][C:5]=2[C:6]=1[C:7]([OH:9])=O.Cl.Cl.[CH3:16][C:17]1([CH3:34])[CH2:21][C:20]2([CH2:26][CH2:25][CH2:24][N:23]([CH:27]3[CH2:32][CH2:31][NH:30][CH2:29][CH2:28]3)[CH2:22]2)[C:19](=[O:33])[O:18]1.C(OC(C)C)(C)C, predict the reaction product. The product is: [NH2:1][C:2]1[S:3][C:4]2[CH2:13][CH2:12][CH2:11][CH2:10][C:5]=2[C:6]=1[C:7]([N:30]1[CH2:31][CH2:32][CH:27]([N:23]2[CH2:24][CH2:25][CH2:26][C:20]3([C:19](=[O:33])[O:18][C:17]([CH3:16])([CH3:34])[CH2:21]3)[CH2:22]2)[CH2:28][CH2:29]1)=[O:9]. (2) Given the reactants [Cl:1][C:2]1[C:3]([N+:18]([O-])=O)=[C:4]2[C:9](=[CH:10][CH:11]=1)[C:8](=[O:12])[N:7]([C@@H:13]([CH3:17])[C:14]([NH2:16])=[O:15])[CH:6]=[CH:5]2.C(O)C.[Cl-].[NH4+].O, predict the reaction product. The product is: [NH2:18][C:3]1[C:2]([Cl:1])=[CH:11][CH:10]=[C:9]2[C:4]=1[CH:5]=[CH:6][N:7]([C@@H:13]([CH3:17])[C:14]([NH2:16])=[O:15])[C:8]2=[O:12]. (3) Given the reactants [Br:1][C:2]1[CH:7]=[CH:6][C:5]([NH2:8])=[CH:4][CH:3]=1.[C:9]([O-])([O-])=O.[K+].[K+].CI.O, predict the reaction product. The product is: [Br:1][C:2]1[CH:7]=[CH:6][C:5]([NH:8][CH3:9])=[CH:4][CH:3]=1. (4) Given the reactants C([O:3][C:4](=[O:28])[C:5]1[CH:10]=[C:9]([O:11][CH2:12][CH3:13])[C:8]([O:14][CH2:15][CH3:16])=[C:7]([O:17][CH2:18][CH2:19][C:20]2[CH:25]=[CH:24][C:23]([Cl:26])=[CH:22][C:21]=2[Cl:27])[CH:6]=1)C.O.[OH-].[Na+].Cl, predict the reaction product. The product is: [Cl:27][C:21]1[CH:22]=[C:23]([Cl:26])[CH:24]=[CH:25][C:20]=1[CH2:19][CH2:18][O:17][C:7]1[CH:6]=[C:5]([CH:10]=[C:9]([O:11][CH2:12][CH3:13])[C:8]=1[O:14][CH2:15][CH3:16])[C:4]([OH:28])=[O:3]. (5) Given the reactants [OH:1][NH:2][C:3]([C:5]1[C:10]([O:11][CH3:12])=[CH:9][CH:8]=[CH:7][N:6]=1)=[NH:4].[CH3:13][O:14][C:15]1[CH:23]=[C:19]([C:20](O)=O)[C:18]([OH:24])=[CH:17][CH:16]=1, predict the reaction product. The product is: [CH3:13][O:14][C:15]1[CH:16]=[CH:17][C:18]([OH:24])=[C:19]([C:20]2[O:1][N:2]=[C:3]([C:5]3[C:10]([O:11][CH3:12])=[CH:9][CH:8]=[CH:7][N:6]=3)[N:4]=2)[CH:23]=1. (6) Given the reactants [NH2:1][C:2]1[C:10]([Br:11])=[C:9]2[C:5]([CH2:6][CH2:7][C:8]2=[O:12])=[CH:4][CH:3]=1.[C:13]1([S:19](Cl)(=[O:21])=[O:20])[CH:18]=[CH:17][CH:16]=[CH:15][CH:14]=1, predict the reaction product. The product is: [Br:11][C:10]1[C:2]([NH:1][S:19]([C:13]2[CH:18]=[CH:17][CH:16]=[CH:15][CH:14]=2)(=[O:21])=[O:20])=[CH:3][CH:4]=[C:5]2[C:9]=1[C:8](=[O:12])[CH2:7][CH2:6]2.